This data is from Full USPTO retrosynthesis dataset with 1.9M reactions from patents (1976-2016). The task is: Predict the reactants needed to synthesize the given product. Given the product [Si:1]([O:8][CH2:9][C:10]1[C:18]2[O:17][N:16]=[C:15]([CH2:19][CH2:20][CH:21]3[CH2:22][CH2:23][N:24]([C:27]([O:29][C:30]([CH3:33])([CH3:32])[CH3:31])=[O:28])[CH2:25][CH2:26]3)[C:14]=2[CH:13]=[CH:12][C:11]=1[O:34][CH2:41][C:37]1[CH:36]=[N:35][CH:40]=[CH:39][CH:38]=1)([C:4]([CH3:6])([CH3:7])[CH3:5])([CH3:2])[CH3:3], predict the reactants needed to synthesize it. The reactants are: [Si:1]([O:8][CH2:9][C:10]1[C:18]2[O:17][N:16]=[C:15]([CH2:19][CH2:20][CH:21]3[CH2:26][CH2:25][N:24]([C:27]([O:29][C:30]([CH3:33])([CH3:32])[CH3:31])=[O:28])[CH2:23][CH2:22]3)[C:14]=2[CH:13]=[CH:12][C:11]=1[OH:34])([C:4]([CH3:7])([CH3:6])[CH3:5])([CH3:3])[CH3:2].[N:35]1[CH:40]=[CH:39][CH:38]=[C:37]([CH2:41]O)[CH:36]=1.C1(P(C2C=CC=CC=2)C2C=CC=CC=2)C=CC=CC=1.N(C(OC(C)C)=O)=NC(OC(C)C)=O.